This data is from Reaction yield outcomes from USPTO patents with 853,638 reactions. The task is: Predict the reaction yield, written as a fraction of the theoretical maximum amount of product (1.0 means a 100% yield; for example, 0.34 means a 34% yield). (1) The reactants are CC1(C)C(C)(C)OB([C:9]2[CH2:14][CH2:13][N:12]([C:15]([O:17][C:18]([CH3:21])([CH3:20])[CH3:19])=[O:16])[CH2:11][CH:10]=2)O1.Br[C:24]1[CH:29]=[C:28]([F:30])[CH:27]=[C:26]([F:31])[C:25]=1[O:32][CH:33]([F:35])[F:34].C(=O)([O-])[O-].[K+].[K+]. The catalyst is O1CCOCC1.O.C(OCC)(=O)C.C1C=CC([P]([Pd]([P](C2C=CC=CC=2)(C2C=CC=CC=2)C2C=CC=CC=2)([P](C2C=CC=CC=2)(C2C=CC=CC=2)C2C=CC=CC=2)[P](C2C=CC=CC=2)(C2C=CC=CC=2)C2C=CC=CC=2)(C2C=CC=CC=2)C2C=CC=CC=2)=CC=1.[Pd]. The product is [F:35][CH:33]([F:34])[O:32][C:25]1[C:26]([F:31])=[CH:27][C:28]([F:30])=[CH:29][C:24]=1[C:9]1[CH2:14][CH2:13][N:12]([C:15]([O:17][C:18]([CH3:19])([CH3:20])[CH3:21])=[O:16])[CH2:11][CH:10]=1. The yield is 0.570. (2) The reactants are [C:1]1([OH:12])[C:10]2[CH:9]=[CH:8][CH:7]=[C:6]([OH:11])[C:5]=2[CH:4]=[CH:3][CH:2]=1.C(N(CC)CC)C.[F:20][C:21]([F:34])([F:33])[S:22](O[S:22]([C:21]([F:34])([F:33])[F:20])(=[O:24])=[O:23])(=[O:24])=[O:23]. The catalyst is ClCCl.C(OCC)(=O)C. The product is [F:20][C:21]([F:34])([F:33])[S:22]([O:12][C:1]1[CH:2]=[CH:3][CH:4]=[C:5]2[C:10]=1[CH:9]=[CH:8][CH:7]=[C:6]2[O:11][S:22]([C:21]([F:20])([F:33])[F:34])(=[O:23])=[O:24])(=[O:24])=[O:23]. The yield is 0.480. (3) The reactants are C1(P(C2C=CC=CC=2)C2C=CC3C(=CC=CC=3)C=2C2C3C(=CC=CC=3)C=CC=2P(C2C=CC=CC=2)C2C=CC=CC=2)C=CC=CC=1.Cl[C:48]1[C:57]2[C:52](=[CH:53][C:54]([O:60][CH3:61])=[C:55]([O:58][CH3:59])[CH:56]=2)[CH:51]=[CH:50][N:49]=1.[CH2:62]1[C:71]2[C:66](=[CH:67][CH:68]=[CH:69][CH:70]=2)[CH2:65][CH2:64][NH:63]1.CC(C)([O-])C.[K+]. The catalyst is C1(C)C=CC=CC=1.C1COCC1.CCOC(C)=O.C([O-])(=O)C.[Pd+2].C([O-])(=O)C. The product is [CH3:61][O:60][C:54]1[CH:53]=[C:52]2[C:57](=[CH:56][C:55]=1[O:58][CH3:59])[C:48]([N:63]1[CH2:64][CH2:65][C:66]3[C:71](=[CH:70][CH:69]=[CH:68][CH:67]=3)[CH2:62]1)=[N:49][CH:50]=[CH:51]2. The yield is 0.870. (4) The reactants are [Cl:1][C:2]1[CH:30]=[CH:29][C:5]([CH2:6][C:7]2[N:8]=[C:9]([C:17]3[C:18]([CH3:28])=[N:19][N:20]4[CH:25]=[CH:24][C:23]([CH2:26][NH2:27])=[CH:22][C:21]=34)[S:10][C:11]=2[C:12]2[NH:16][CH:15]=[N:14][N:13]=2)=[CH:4][CH:3]=1.Cl.[N:32]1([C:37](N)=[NH:38])C=CC=N1.C(N(CC)C(C)C)(C)C. The catalyst is CN(C)C=O.O.CO.CCOC(C)=O. The product is [Cl:1][C:2]1[CH:3]=[CH:4][C:5]([CH2:6][C:7]2[N:8]=[C:9]([C:17]3[C:18]([CH3:28])=[N:19][N:20]4[CH:25]=[CH:24][C:23]([CH2:26][NH:27][C:37]([NH2:38])=[NH:32])=[CH:22][C:21]=34)[S:10][C:11]=2[C:12]2[NH:16][CH:15]=[N:14][N:13]=2)=[CH:29][CH:30]=1. The yield is 0.300. (5) The reactants are [O:1]1[CH:5]=[CH:4][CH:3]=[C:2]1[C:6](=[N:10][O:11][CH3:12])[C:7]([OH:9])=[O:8].[C:13](Cl)(=O)C. The catalyst is CO. The product is [O:1]1[CH:5]=[CH:4][CH:3]=[C:2]1[C:6](=[N:10][O:11][CH3:12])[C:7]([O:9][CH3:13])=[O:8]. The yield is 0.920. (6) The reactants are Cl.[Br:2][C:3]1[CH:4]=[C:5]([CH2:9][C:10]([CH3:14])([CH3:13])[CH2:11][NH2:12])[CH:6]=[CH:7][CH:8]=1.CCN(CC)CC.[F:22][C:23]([F:30])([F:29])[C:24](OCC)=[O:25]. The catalyst is C1COCC1. The product is [Br:2][C:3]1[CH:4]=[C:5]([CH2:9][C:10]([CH3:14])([CH3:13])[CH2:11][NH:12][C:24](=[O:25])[C:23]([F:30])([F:29])[F:22])[CH:6]=[CH:7][CH:8]=1. The yield is 0.580. (7) The reactants are [CH:1]1([O:6][CH:7]([C:11]2[CH:16]=[CH:15][C:14]([Cl:17])=[C:13]([Cl:18])[CH:12]=2)[C:8]([OH:10])=O)[CH2:5][CH2:4][CH2:3][CH2:2]1.C(N(C(C)C)CC)(C)C.[NH2:28][C:29]1[S:30][CH:31]=[CH:32][N:33]=1. The catalyst is ClCCl.O. The product is [CH:1]1([O:6][CH:7]([C:11]2[CH:16]=[CH:15][C:14]([Cl:17])=[C:13]([Cl:18])[CH:12]=2)[C:8]([NH:28][C:29]2[S:30][CH:31]=[CH:32][N:33]=2)=[O:10])[CH2:2][CH2:3][CH2:4][CH2:5]1. The yield is 0.700.